From a dataset of Reaction yield outcomes from USPTO patents with 853,638 reactions. Predict the reaction yield, written as a fraction of the theoretical maximum amount of product (1.0 means a 100% yield; for example, 0.34 means a 34% yield). (1) The reactants are N1C=NN=N1.[OH:6][C:7]1[C:8]([C:31]([CH3:34])([CH3:33])[CH3:32])=[CH:9][C:10]([C:27]([CH3:30])([CH3:29])[CH3:28])=[C:11]([NH:13][C:14]([C:16]2[C:25](=[O:26])[C:24]3[C:19](=[CH:20][CH:21]=[CH:22][CH:23]=3)[NH:18][CH:17]=2)=[O:15])[CH:12]=1.C(N(C(C)C)[P:39]([O:48][CH2:49][C:50]1[CH:55]=[CH:54][CH:53]=[CH:52][CH:51]=1)[O:40][CH2:41][C:42]1[CH:47]=[CH:46][CH:45]=[CH:44][CH:43]=1)(C)C.C([O:63]O)(C)(C)C. The catalyst is ClCCl. The product is [CH2:49]([O:48][P:39]([O:6][C:7]1[CH:12]=[C:11]([NH:13][C:14]([C:16]2[C:25](=[O:26])[C:24]3[C:19](=[CH:20][CH:21]=[CH:22][CH:23]=3)[NH:18][CH:17]=2)=[O:15])[C:10]([C:27]([CH3:28])([CH3:30])[CH3:29])=[CH:9][C:8]=1[C:31]([CH3:34])([CH3:33])[CH3:32])(=[O:63])[O:40][CH2:41][C:42]1[CH:43]=[CH:44][CH:45]=[CH:46][CH:47]=1)[C:50]1[CH:51]=[CH:52][CH:53]=[CH:54][CH:55]=1. The yield is 0.610. (2) The reactants are C(O[CH:4]=[C:5]1[C:16]2[C:8](=[CH:9][CH:10]=[C:11]3[C:15]=2[S:14][CH:13]=[N:12]3)[NH:7][C:6]1=[O:17])C.[CH3:18][S:19]([CH2:22][C:23]1[CH:29]=[CH:28][C:26]([NH2:27])=[CH:25][CH:24]=1)(=[O:21])=[O:20]. No catalyst specified. The product is [CH3:18][S:19]([CH2:22][C:23]1[CH:29]=[CH:28][C:26]([NH:27][CH:4]=[C:5]2[C:16]3[C:8](=[CH:9][CH:10]=[C:11]4[C:15]=3[S:14][CH:13]=[N:12]4)[NH:7][C:6]2=[O:17])=[CH:25][CH:24]=1)(=[O:20])=[O:21]. The yield is 0.660. (3) The reactants are [CH3:1][CH:2]1[CH2:17][C:16](=[O:18])[CH2:15][CH2:14][CH2:13][CH2:12][CH2:11][CH2:10][CH2:9][CH2:8][CH2:7][CH2:6][CH2:5][C:4](=[O:19])[CH2:3]1.N(CCCC)(CCCC)CCCC.O.Cl. The yield is 0.900. The product is [OH:19][C:4]12[CH2:3][CH:2]([CH3:1])[CH2:17][C:16](=[O:18])[CH:15]1[CH2:14][CH2:13][CH2:12][CH2:11][CH2:10][CH2:9][CH2:8][CH2:7][CH2:6][CH2:5]2. The catalyst is C(Cl)Cl.C(OCCCC)(C)=O. (4) The reactants are [NH:1]1[CH2:6][CH2:5][O:4][CH2:3][CH2:2]1.[CH3:7][O:8][C:9]1[CH:10]=[C:11]([CH:15]=[C:16]([O:20][CH3:21])[C:17]=1[O:18][CH3:19])[C:12](Cl)=[O:13]. The catalyst is C1(C)C=CC=CC=1. The product is [CH3:21][O:20][C:16]1[CH:15]=[C:11]([CH:10]=[C:9]([O:8][CH3:7])[C:17]=1[O:18][CH3:19])[C:12]([N:1]1[CH2:6][CH2:5][O:4][CH2:3][CH2:2]1)=[O:13]. The yield is 0.860. (5) The product is [CH2:21]([N:9]1[C:10]2[C:15](=[CH:14][CH:13]=[C:12]([O:19][CH3:20])[CH:11]=2)[C:16]([C:17]#[N:18])=[C:8]1[C:5]1[CH:4]=[CH:3][C:2]([NH:1][C:24]2[C:33]3[C:28](=[CH:29][CH:30]=[CH:31][CH:32]=3)[N:27]=[C:26]([C:34]3[CH:39]=[CH:38][CH:37]=[CH:36][CH:35]=3)[N:25]=2)=[CH:7][CH:6]=1)[CH3:22]. The yield is 0.820. The reactants are [NH2:1][C:2]1[CH:7]=[CH:6][C:5]([C:8]2[N:9]([CH2:21][CH3:22])[C:10]3[C:15]([C:16]=2[C:17]#[N:18])=[CH:14][CH:13]=[C:12]([O:19][CH3:20])[CH:11]=3)=[CH:4][CH:3]=1.Cl[C:24]1[C:33]2[C:28](=[CH:29][CH:30]=[CH:31][CH:32]=2)[N:27]=[C:26]([C:34]2[CH:39]=[CH:38][CH:37]=[CH:36][CH:35]=2)[N:25]=1.C(N(C(C)C)CC)(C)C. The catalyst is C(O)C. (6) The reactants are [CH:1]([O:4][C:5]1[CH:10]=[CH:9][C:8]([C:11]2[CH:16]=[CH:15][CH:14]=[C:13]([CH:17]3[C:26]([CH3:28])([CH3:27])[CH2:25][C:24]4[C:19](=[CH:20][CH:21]=[C:22]([C:29]([OH:31])=O)[CH:23]=4)[NH:18]3)[CH:12]=2)=[CH:7][CH:6]=1)([CH3:3])[CH3:2].[CH3:32][S:33]([NH2:36])(=[O:35])=[O:34]. The catalyst is CN(C)C1C=CN=CC=1.ClCCl. The product is [CH:1]([O:4][C:5]1[CH:10]=[CH:9][C:8]([C:11]2[CH:16]=[CH:15][CH:14]=[C:13]([CH:17]3[C:26]([CH3:27])([CH3:28])[CH2:25][C:24]4[C:19](=[CH:20][CH:21]=[C:22]([C:29]([NH:36][S:33]([CH3:32])(=[O:35])=[O:34])=[O:31])[CH:23]=4)[NH:18]3)[CH:12]=2)=[CH:7][CH:6]=1)([CH3:3])[CH3:2]. The yield is 0.280. (7) The reactants are [BH4-].[Na+].[N:3]1[C:8]([C:9](OC)=[O:10])=[CH:7][CH:6]=[CH:5][C:4]=1[C:13](OC)=[O:14]. The catalyst is CCO. The product is [OH:14][CH2:13][C:4]1[CH:5]=[CH:6][CH:7]=[C:8]([CH2:9][OH:10])[N:3]=1. The yield is 0.190.